This data is from Full USPTO retrosynthesis dataset with 1.9M reactions from patents (1976-2016). The task is: Predict the reactants needed to synthesize the given product. (1) Given the product [C:11]([O:10][C:9]([N:8]([C:16]1[C:21]([CH3:23])([CH3:22])[S:20](=[O:25])(=[O:24])[CH:19]([CH2:47][C:48]([OH:49])([CH3:51])[CH3:50])[C@:18]([C:27]2[CH:32]=[C:31]([N+:33]([O-:35])=[O:34])[CH:30]=[CH:29][C:28]=2[F:36])([CH3:26])[N:17]=1)[C:6](=[O:7])[O:5][C:1]([CH3:2])([CH3:3])[CH3:4])=[O:15])([CH3:12])([CH3:13])[CH3:14], predict the reactants needed to synthesize it. The reactants are: [C:1]([O:5][C:6]([N:8]([C:16]1[C:21]([CH3:23])([CH3:22])[S:20](=[O:25])(=[O:24])[CH2:19][C@:18]([C:27]2[CH:32]=[C:31]([N+:33]([O-:35])=[O:34])[CH:30]=[CH:29][C:28]=2[F:36])([CH3:26])[N:17]=1)[C:9](=[O:15])[O:10][C:11]([CH3:14])([CH3:13])[CH3:12])=[O:7])([CH3:4])([CH3:3])[CH3:2].[Li+].C[Si]([N-][Si](C)(C)C)(C)C.[CH3:47][C:48]1([CH3:51])[CH2:50][O:49]1.B(F)(F)F.CCOCC.[Cl-].[NH4+]. (2) Given the product [O:21]([CH2:20][C:19]([N:14]1[CH2:15][CH2:16][CH2:17][CH2:18][C@@H:13]1[C:10]1[NH:11][N:12]=[C:8]([C:4]2[CH:3]=[C:2]([N:1]3[CH2:30][CH2:31][C:32]3=[O:33])[CH:7]=[CH:6][CH:5]=2)[N:9]=1)=[O:28])[C:22]1[CH:23]=[CH:24][CH:25]=[CH:26][CH:27]=1, predict the reactants needed to synthesize it. The reactants are: [NH2:1][C:2]1[CH:3]=[C:4]([C:8]2[N:9]=[C:10]([CH:13]3[CH2:18][CH2:17][CH2:16][CH2:15][N:14]3[C:19](=[O:28])[CH2:20][O:21][C:22]3[CH:27]=[CH:26][CH:25]=[CH:24][CH:23]=3)[NH:11][N:12]=2)[CH:5]=[CH:6][CH:7]=1.Br[CH2:30][CH2:31][C:32](Cl)=[O:33].